This data is from Forward reaction prediction with 1.9M reactions from USPTO patents (1976-2016). The task is: Predict the product of the given reaction. The product is: [Br:13][C:5]1[C:6]([CH3:12])=[C:7]([C:2]([OH:15])=[CH:3][CH:4]=1)[C:8]([O:10][CH3:11])=[O:9]. Given the reactants N[C:2]1[C:7]([C:8]([O:10][CH3:11])=[O:9])=[C:6]([CH3:12])[C:5]([Br:13])=[CH:4][CH:3]=1.N([O-])=[O:15].[Na+].OS(O)(=O)=O, predict the reaction product.